Task: Predict the product of the given reaction.. Dataset: Forward reaction prediction with 1.9M reactions from USPTO patents (1976-2016) (1) The product is: [Br:1][C:2]1[CH:3]=[N:4][N:5]([C:19]([C:13]2[CH:18]=[CH:17][CH:16]=[CH:15][CH:14]=2)([C:26]2[CH:27]=[CH:28][CH:29]=[CH:30][CH:31]=2)[C:20]2[CH:21]=[CH:22][CH:23]=[CH:24][CH:25]=2)[CH:6]=1. Given the reactants [Br:1][C:2]1[CH:3]=[N:4][NH:5][CH:6]=1.N1C=CC=CC=1.[C:13]1([C:19](Cl)([C:26]2[CH:31]=[CH:30][CH:29]=[CH:28][CH:27]=2)[C:20]2[CH:25]=[CH:24][CH:23]=[CH:22][CH:21]=2)[CH:18]=[CH:17][CH:16]=[CH:15][CH:14]=1, predict the reaction product. (2) The product is: [CH3:1][O:2][CH2:3][C@H:4]([CH3:32])[O:5][C:6]1[CH:7]=[C:8]([CH:19]=[C:20]([C:22]2[NH:23][C:24]([C:27]3[S:28][CH:29]=[CH:30][N:31]=3)=[CH:25][CH:26]=2)[CH:21]=1)[O:9][C:10]1[CH:15]=[N:14][C:13]([C:16]([N:37]2[CH2:38][CH2:39][N:34]([CH3:33])[CH2:35][CH2:36]2)=[O:17])=[CH:12][N:11]=1. Given the reactants [CH3:1][O:2][CH2:3][C@H:4]([CH3:32])[O:5][C:6]1[CH:7]=[C:8]([CH:19]=[C:20]([C:22]2[NH:23][C:24]([C:27]3[S:28][CH:29]=[CH:30][N:31]=3)=[CH:25][CH:26]=2)[CH:21]=1)[O:9][C:10]1[N:11]=[CH:12][C:13]([C:16](O)=[O:17])=[N:14][CH:15]=1.[CH3:33][N:34]1[CH2:39][CH2:38][NH:37][CH2:36][CH2:35]1.CN(C(ON1N=NC2C=CC=NC1=2)=[N+](C)C)C.F[P-](F)(F)(F)(F)F.C(N(CC)C(C)C)(C)C, predict the reaction product. (3) Given the reactants [CH:1]1([CH2:7][N:8]2[C:16]3[C:11](=[CH:12][CH:13]=[CH:14][C:15]=3[O:17][CH3:18])[C:10]([C:19]([OH:21])=O)=[CH:9]2)[CH2:6][CH2:5][CH2:4][CH2:3][CH2:2]1.C(Cl)(=O)C([Cl:25])=O, predict the reaction product. The product is: [CH:1]1([CH2:7][N:8]2[C:16]3[C:11](=[CH:12][CH:13]=[CH:14][C:15]=3[O:17][CH3:18])[C:10]([C:19]([Cl:25])=[O:21])=[CH:9]2)[CH2:6][CH2:5][CH2:4][CH2:3][CH2:2]1. (4) The product is: [CH3:1][S:2]([C:5]1[CH:10]=[CH:9][C:8]([N:16]2[C:17]3[CH2:18][CH2:19][CH2:20][CH2:21][C:22]=3[C:14]([C:13]([F:12])([F:24])[F:23])=[N:15]2)=[CH:7][CH:6]=1)(=[O:4])=[O:3]. Given the reactants [CH3:1][S:2]([C:5]1[CH:10]=[CH:9][C:8](Br)=[CH:7][CH:6]=1)(=[O:4])=[O:3].[F:12][C:13]([F:24])([F:23])[C:14]1[C:22]2[CH2:21][CH2:20][CH2:19][CH2:18][C:17]=2[NH:16][N:15]=1, predict the reaction product. (5) Given the reactants [Cl-].C(CCC[P+](C1C=CC=CC=1)(C1C=CC=CC=1)C1C=CC=CC=1)#N.C1(P(C2C=CC=CC=2)C2C=CC=CC=2)C=CC=CC=1.Cl[CH2:46][CH2:47][CH2:48][C:49]#[N:50].C(=O)([O-])[O-].[K+].[K+].[CH3:57][C:58]1[C:62]([CH3:64])([CH3:63])[C@H:61]([CH2:65][CH:66]=O)[CH2:60][CH:59]=1.C(O)(=O)C1C=CC=CC=1, predict the reaction product. The product is: [CH3:63][C:62]1([CH3:64])[C:58]([CH3:57])=[CH:59][CH2:60][CH:61]1[CH2:65][CH:66]=[CH:46][CH2:47][CH2:48][C:49]#[N:50].